From a dataset of Protein-peptide binding for MDM2, ACE2, and 12ca5 with 34 validated binders. Binary Classification. Given protein and peptide amino acid sequences, predict whether they interact or not. The protein target is MDM2 with sequence MCNTNMSVPTDGAVTTSQIPASEQETLVRPKPLLLKLLKSVGAQKDTYTMKEVLFYLGQYIMTKRLYDEKQQHIVYCSNDLLGDLFGVPSFSVKEHRKIYTMIYRNLVVVNQQESSDSGTSVSENRCHLEGGSDQKDLVQELQEEKPSSSHLVSRPSTSSRRRAISETEENSDELSGERQRKRHKSDSISLSFDESLALCVIREICCERSSSSESTGTPSNPDLDAGVSEHSGDWLDQDSVSDQFSVEFEVESLDSEDYSLSEEGQELSDEDDEVYQVTVYQAGESDTDSFEEDPEISLADYWKCTSCNEMNPPLPSHCNRCWALRENWLPEDKGKDKGEISEKAKLENSTQAEEGFDVPDCKKTIVNDSRESCVEENDDKITQASQSQESEDYSQPSTSSSIIYSSQEDVKEFEREETQDKEESVESSLPLNAIEPCVICQGRPKNGCIVHGKTGHLMACFTCAKKLKKRNKPCPVCRQPIQMIVLTYFP. The peptide is AAAAAYWAALAPK.